This data is from Experimentally validated miRNA-target interactions with 360,000+ pairs, plus equal number of negative samples. The task is: Binary Classification. Given a miRNA mature sequence and a target amino acid sequence, predict their likelihood of interaction. (1) The miRNA is mmu-miR-1950 with sequence UCUGCAUCUAAGGAUAUGGUCA. The protein sequence of the target gene is MNKLYIGNLSDHAGPADLESVFKDAKIPVAGPFLVKTGYAFVDCPDEGWALKAIEALSGKMELHGKPMEVEHSVPKRQRIRKLQIRNIPPHLQWEVLDSLLVQYGVVESCEQVNTDSETAVVNVTYSSKDQARQALDKLNGFQLENFTLKVAYIPDETAAQQNPSPQLRGRRGPGQRGSSRQASPGSVSKQKPCDLPLRLLVPTQFVGAIIGKEGATIRNITKQTQSKIDVHRKENTGAAEKSITILSTPEGTSAACKSILEIMHKEAQDIKFTEEIPLKILAHNNFVGRLIGKEGRNLK.... Result: 0 (no interaction). (2) The miRNA is mmu-miR-669k-3p with sequence UAUGCAUAUACACGCAUGCAA. The protein sequence of the target gene is MKVTRFMFWLFSMLLPSVKSQASETEVPCNFSRRNYTLIPEGISTNVTILDLSYNRITLNAADSRVLQMYSLLTELYLMENNIIALYNSSFRNLLNLEILNICGNSISVIQQGSFVGLNELKQLFLCQNKILQLNPDTFVPLNNLKVLNLQGNLIRLFDAPQLPHLEILTLDGNPWNCTCGLLELHNWLNTSNVTLENENMTMCSYPDELKHDSIKSAPFTTECHSTFISTITEDFQSTRNSSFNSSSHNLTWTSEHEPLGKSWAFLVGVVATVLLTSLLIFIAIKCPVWYNILLSYNHH.... Result: 0 (no interaction). (3) The miRNA is rno-let-7d-5p with sequence AGAGGUAGUAGGUUGCAUAGUU. The protein sequence of the target gene is MAAAASVTGRVTWAASPMRSLGLGRRLSLPGPRLDAVTAAVNPSLSDHGNGLGRGTRGSGCSGGSLVADWGGGAAAAAAVALALAPALSTMRRGSSESELAARWEAEAVAAAKAAAKAEAEATAETVAEQVRVDAGAAGEPECKAGEEQPKVLAPAPAQPSAAEEGNTQVLQRPPPTLPPSKPKPVQGLCPHGKPRDKGRSCKRSSGHGSGENGSQRPVTVDSSKARTSLDALKISIRQLKWKEFPFGRRLPCDIYWHGVSFHDNDIFSGQVNKFPGMTEMVRKITLSRAVRTMQNLFPE.... Result: 0 (no interaction). (4) The miRNA is hsa-miR-6129 with sequence UGAGGGAGUUGGGUGUAUA. The protein sequence of the target gene is MLRTLLRRRLFSYPTKYYFMVLVLSLITFSVLRIHQKPEFVSVRHLELAGENPSSDINCTKVLQGDVNEIQKVKLEILTVKFKKRPRWTPDDYINMTSDCSSFIKRRKYIVEPLSKEEAEFPIAYSIVVHHKIEMLDRLLRAIYMPQNFYCIHVDTKSEDSYLAAVMGIASCFSNVFVASRLESVVYASWSRVQADLNCMKDLYAMSANWKYLINLCGMDFPIKTNLEIVRKLKLLMGENNLETERMPSHKEERWKKRYEVVNGKLTNTGTVKMLPPLETPLFSGSAYFVVSREYVGYVL.... Result: 0 (no interaction). (5) The miRNA is mmu-miR-879-3p with sequence GCUUAUGGCUUCAAGCUUUCGG. The protein sequence of the target gene is MWWRDLTRLRLWLKREAIPGEGRKAAKVNAGVGEKGIYTASSRGGPPSARSKAVTVVAEGAASRSWLSMDAPELGPGLVERLEQLATCPLCGGSFEDPVLLACEHSFCRACLARRWGTPPATGTEASPTACPCCGLPCPRRSLRSNVRLAVEVRISRELREKLAEPGARAGRRRGGRIPTMGCLDLPGEDMRKTWRRFEVPTSKSSNSEDDLPEDYPVVKKMLHRLTADLTLDPGTAHRRLLISADRRSVQLAPPGTPAPPDGPKRFDQLPAVLGAQGFGAGRHCWEVETADAASCRDSS.... Result: 0 (no interaction).